From a dataset of Catalyst prediction with 721,799 reactions and 888 catalyst types from USPTO. Predict which catalyst facilitates the given reaction. (1) Reactant: [BH4-].[Na+].[OH-].[Na+].O.[CH2:6]([C:10]([CH3:17])([C:14](=[O:16])[CH3:15])[C:11](=[O:13])[CH3:12])[CH2:7][CH2:8][CH3:9]. Product: [CH2:6]([C:10]([CH3:17])([CH:11]([OH:13])[CH3:12])[CH:14]([OH:16])[CH3:15])[CH2:7][CH2:8][CH3:9]. The catalyst class is: 5. (2) Reactant: [NH2:1][C:2]1[C:3]([NH:36][CH3:37])=[CH:4][C:5]([C:10]2[CH:11]=[N:12][C:13]([O:20][CH2:21][CH2:22][CH:23]3[CH2:28][CH2:27][N:26]([C:29]([O:31][C:32]([CH3:35])([CH3:34])[CH3:33])=[O:30])[CH2:25][CH2:24]3)=[C:14]([C:16]([F:19])([F:18])[F:17])[CH:15]=2)=[N:6][C:7]=1[C:8]#[N:9].[N:38]([O-])=O.[Na+]. Product: [C:8]([C:7]1[C:2]2[N:1]=[N:38][N:36]([CH3:37])[C:3]=2[CH:4]=[C:5]([C:10]2[CH:15]=[C:14]([C:16]([F:17])([F:19])[F:18])[C:13]([O:20][CH2:21][CH2:22][CH:23]3[CH2:28][CH2:27][N:26]([C:29]([O:31][C:32]([CH3:34])([CH3:33])[CH3:35])=[O:30])[CH2:25][CH2:24]3)=[N:12][CH:11]=2)[N:6]=1)#[N:9]. The catalyst class is: 127. (3) Reactant: [CH3:1][C@@:2]1([CH2:5][O:6][C:7]2[CH:12]=[CH:11][CH:10]=[CH:9][C:8]=2[CH2:13][C:14]([O:16][CH3:17])=[O:15])[CH2:4][O:3]1.[Cl:18][C:19]1[CH:32]=[CH:31][C:22]([CH2:23][N:24]2[CH2:29][CH2:28][CH:27]([NH2:30])[CH2:26][CH2:25]2)=[CH:21][CH:20]=1. Product: [Cl:18][C:19]1[CH:20]=[CH:21][C:22]([CH2:23][N:24]2[CH2:25][CH2:26][CH:27]([NH:30][CH2:4][C@@:2]([OH:3])([CH3:1])[CH2:5][O:6][C:7]3[CH:12]=[CH:11][CH:10]=[CH:9][C:8]=3[CH2:13][C:14]([O:16][CH3:17])=[O:15])[CH2:28][CH2:29]2)=[CH:31][CH:32]=1. The catalyst class is: 5. (4) Reactant: CC(C)([O-])C.[K+].[N:7]1[CH:12]=[CH:11][CH:10]=[CH:9][C:8]=1[CH2:13][OH:14].[Br:15][C:16]1[C:24]2[C:19](=[N:20][C:21](F)=[CH:22][CH:23]=2)[N:18]([CH3:26])[CH:17]=1.O. Product: [Br:15][C:16]1[C:24]2[C:19](=[N:20][C:21]([O:14][CH2:13][C:8]3[CH:9]=[CH:10][CH:11]=[CH:12][N:7]=3)=[CH:22][CH:23]=2)[N:18]([CH3:26])[CH:17]=1. The catalyst class is: 3. (5) Reactant: [CH2:1]([C:3]1[N:8]=[C:7]([NH2:9])[N:6]=[C:5]([NH2:10])[C:4]=1[C:11]1[CH:12]=[C:13]2[C:17](=[CH:18][CH:19]=1)[NH:16][CH:15]=[CH:14]2)[CH3:2].Br[CH2:21][C:22]1[CH:27]=[CH:26][C:25]([S:28]([CH3:31])(=[O:30])=[O:29])=[CH:24][CH:23]=1.[OH-].[K+]. Product: [CH2:1]([C:3]1[N:8]=[C:7]([NH2:9])[N:6]=[C:5]([NH2:10])[C:4]=1[C:11]1[CH:12]=[C:13]2[C:17](=[CH:18][CH:19]=1)[N:16]([CH2:21][C:22]1[CH:23]=[CH:24][C:25]([S:28]([CH3:31])(=[O:30])=[O:29])=[CH:26][CH:27]=1)[CH:15]=[CH:14]2)[CH3:2]. The catalyst class is: 16. (6) Reactant: [NH2:1][C:2]1[CH:3]=[C:4]([CH:8]([C:10]2[C:15](=[O:16])[CH:14]=[CH:13][N:12]([C:17]3[CH:18]=[N:19][N:20]([CH3:22])[CH:21]=3)[N:11]=2)[CH3:9])[CH:5]=[CH:6][CH:7]=1.CCN(C(C)C)C(C)C.Cl[C:33]([O:35][CH2:36][CH2:37][O:38][CH3:39])=[O:34].C([O-])(O)=O.[Na+]. Product: [CH3:22][N:20]1[CH:21]=[C:17]([N:12]2[CH:13]=[CH:14][C:15](=[O:16])[C:10]([CH:8]([C:4]3[CH:3]=[C:2]([NH:1][C:33](=[O:34])[O:35][CH2:36][CH2:37][O:38][CH3:39])[CH:7]=[CH:6][CH:5]=3)[CH3:9])=[N:11]2)[CH:18]=[N:19]1. The catalyst class is: 1. (7) Reactant: O[CH2:2][CH2:3][NH:4][C:5]([C:7]1[N:8]=[CH:9][N:10]([C:12]2[CH:17]=[CH:16][CH:15]=[C:14]([Br:18])[CH:13]=2)[CH:11]=1)=[O:6].C(N(CC)CC)C.C1(C)C=CC(S(O)(=O)=O)=CC=1. Product: [Br:18][C:14]1[CH:13]=[C:12]([N:10]2[CH:11]=[C:7]([C:5]3[O:6][CH2:2][CH2:3][N:4]=3)[N:8]=[CH:9]2)[CH:17]=[CH:16][CH:15]=1. The catalyst class is: 34.